Binary Classification. Given a miRNA mature sequence and a target amino acid sequence, predict their likelihood of interaction. From a dataset of Experimentally validated miRNA-target interactions with 360,000+ pairs, plus equal number of negative samples. The protein sequence of the target gene is MHHGTGPQNVQHQLQRSRACPGSEGEEQPAHPNPPPSPAAPFAPSASPSAPQSPSYQIQQLMNRSPATGQNVNITLQSVGPVVGGNQQITLAPLPLPSPTSPGFQFSAQPRRFEHGSPSYIQVTSPLSQQVQTQSPTQPSPGPGQALQNVRAGAPGPGLGLCSSSPTGGFVDASVLVRQISLSPSSGGHFVFQDGSGLTQIAQGAQVQLQHPGTPITVRERRPSQPHTQSGGTIHHLGPQSPAAAGGAGLQPLASPSHITTANLPPQISSIIQGQLVQQQQVLQGPPLPRPLGFERTPGV.... Result: 1 (interaction). The miRNA is hsa-let-7i-5p with sequence UGAGGUAGUAGUUUGUGCUGUU.